Dataset: Full USPTO retrosynthesis dataset with 1.9M reactions from patents (1976-2016). Task: Predict the reactants needed to synthesize the given product. (1) The reactants are: [O:1]1[C:6]2[CH:7]=[CH:8][C:9]([CH2:11][N:12]([CH:20]3[CH2:25][CH2:24][N:23]([CH2:26][CH2:27][N:28]4[C:37]5[C:32](=[C:33]([NH:38][C:39]([NH:41][CH2:42][CH3:43])=[O:40])[CH:34]=[CH:35][CH:36]=5)[CH:31]=[CH:30][C:29]4=[O:44])[CH2:22][CH2:21]3)C(=O)OC(C)(C)C)=[CH:10][C:5]=2[O:4][CH2:3][CH2:2]1.[ClH:45].O1CCOCC1. Given the product [ClH:45].[CH2:42]([NH:41][C:39]([NH:38][C:33]1[CH:34]=[CH:35][CH:36]=[C:37]2[C:32]=1[CH:31]=[CH:30][C:29](=[O:44])[N:28]2[CH2:27][CH2:26][N:23]1[CH2:24][CH2:25][CH:20]([NH:12][CH2:11][C:9]2[CH:8]=[CH:7][C:6]3[O:1][CH2:2][CH2:3][O:4][C:5]=3[CH:10]=2)[CH2:21][CH2:22]1)=[O:40])[CH3:43], predict the reactants needed to synthesize it. (2) Given the product [C:3]([O:7][C:8]([N:10]1[CH2:16][CH2:15][CH2:14][N:13]([C:17]2[CH:22]=[CH:21][C:20]([NH:23][S:24]([C:27]3[CH:32]=[CH:31][CH:30]=[CH:29][CH:28]=3)(=[O:25])=[O:26])=[C:19]([N:33]([CH3:43])[S:34]([C:37]3[CH:42]=[CH:41][CH:40]=[CH:39][CH:38]=3)(=[O:35])=[O:36])[CH:18]=2)[CH2:12][CH2:11]1)=[O:9])([CH3:6])([CH3:4])[CH3:5], predict the reactants needed to synthesize it. The reactants are: CI.[C:3]([O:7][C:8]([N:10]1[CH2:16][CH2:15][CH2:14][N:13]([C:17]2[CH:22]=[CH:21][C:20]([NH:23][S:24]([C:27]3[CH:32]=[CH:31][CH:30]=[CH:29][CH:28]=3)(=[O:26])=[O:25])=[C:19]([NH:33][S:34]([C:37]3[CH:42]=[CH:41][CH:40]=[CH:39][CH:38]=3)(=[O:36])=[O:35])[CH:18]=2)[CH2:12][CH2:11]1)=[O:9])([CH3:6])([CH3:5])[CH3:4].[C:43]([O-])([O-])=O.[K+].[K+]. (3) Given the product [C:1]([N:8]1[CH2:13][CH2:12][N:11]([C:14]2[CH:19]=[N:18][CH:17]=[C:16]([C:35]3[CH:36]=[C:37]4[C:32](=[CH:33][CH:34]=3)[N:31]([CH2:47][O:48][CH:49]([Si:51]([CH3:52])([CH3:54])[CH3:53])[CH3:50])[N:30]=[C:29]4[CH3:28])[N:15]=2)[CH2:10][C@@H:9]1[CH2:21][C:22]1[CH:27]=[CH:26][CH:25]=[CH:24][CH:23]=1)([O:3][C:4]([CH3:7])([CH3:6])[CH3:5])=[O:2], predict the reactants needed to synthesize it. The reactants are: [C:1]([N:8]1[CH2:13][CH2:12][N:11]([C:14]2[CH:19]=[N:18][CH:17]=[C:16](Cl)[N:15]=2)[CH2:10][C@@H:9]1[CH2:21][C:22]1[CH:27]=[CH:26][CH:25]=[CH:24][CH:23]=1)([O:3][C:4]([CH3:7])([CH3:6])[CH3:5])=[O:2].[CH3:28][C:29]1[C:37]2[C:32](=[CH:33][CH:34]=[C:35](B3OC(C)(C)C(C)(C)O3)[CH:36]=2)[N:31]([CH2:47][O:48][CH:49]([Si:51]([CH3:54])([CH3:53])[CH3:52])[CH3:50])[N:30]=1.C(=O)([O-])[O-].[Na+].[Na+].C(OCC)(=O)C. (4) Given the product [CH3:1][O:2][C:3]1[C:8]2[NH:9][CH:10]=[C:11]([C:12]3[CH:17]=[CH:16][CH:15]=[CH:14][C:13]=3[CH3:18])[C:7]=2[C:6]([C:27]#[N:28])=[CH:5][N:4]=1, predict the reactants needed to synthesize it. The reactants are: [CH3:1][O:2][C:3]1[C:8]2[N:9](COCC[Si](C)(C)C)[CH:10]=[C:11]([C:12]3[CH:17]=[CH:16][CH:15]=[CH:14][C:13]=3[CH3:18])[C:7]=2[C:6]([C:27]#[N:28])=[CH:5][N:4]=1.C([SiH](CC)CC)C.